Predict the product of the given reaction. From a dataset of Forward reaction prediction with 1.9M reactions from USPTO patents (1976-2016). Given the reactants [CH3:1][N:2]1[C:6](=[O:7])[CH:5]=[CH:4][NH:3]1.O(Cl)S[Cl:10].[CH3:12][N:13]([CH3:16])[CH:14]=O, predict the reaction product. The product is: [Cl-:10].[OH:7][C:6]1[N:2]([CH3:1])[N:3]=[CH:4][C:5]=1[CH:12]=[N+:13]([CH3:16])[CH3:14].